Dataset: Reaction yield outcomes from USPTO patents with 853,638 reactions. Task: Predict the reaction yield, written as a fraction of the theoretical maximum amount of product (1.0 means a 100% yield; for example, 0.34 means a 34% yield). (1) The reactants are [CH3:1][O:2][C:3]1[N:8]=[C:7]([C:9]2[CH:14]=[CH:13][C:12]([OH:15])=[CH:11][CH:10]=2)[C:6]([N:16]2[CH2:21][CH2:20][N:19]([C:22]3[CH:27]=[CH:26][C:25]([O:28][CH3:29])=[CH:24][CH:23]=3)[CH2:18][CH2:17]2)=[CH:5][CH:4]=1.C(=O)([O-])[O-].[K+].[K+].[F:36][C:37]([F:41])([F:40])[CH2:38]I.O. The catalyst is CN(C=O)C. The product is [CH3:29][O:28][C:25]1[CH:26]=[CH:27][C:22]([N:19]2[CH2:18][CH2:17][N:16]([C:6]3[C:7]([C:9]4[CH:10]=[CH:11][C:12]([O:15][CH2:38][C:37]([F:41])([F:40])[F:36])=[CH:13][CH:14]=4)=[N:8][C:3]([O:2][CH3:1])=[CH:4][CH:5]=3)[CH2:21][CH2:20]2)=[CH:23][CH:24]=1. The yield is 0.170. (2) The reactants are [OH:1][C:2]1[CH:3]=[C:4]2[C:9](=[CH:10][CH:11]=1)[CH:8]=[C:7]([C:12]1([NH:20][C:21](=[O:27])[O:22][C:23]([CH3:26])([CH3:25])[CH3:24])[CH2:17][O:16][C:15]([CH3:19])([CH3:18])[O:14][CH2:13]1)[CH:6]=[CH:5]2.[F:28][C:29]([F:40])([F:39])[C:30]1[CH:31]=[C:32](B(O)O)[CH:33]=[CH:34][CH:35]=1.C(Cl)Cl. The catalyst is C(N(CC)CC)C. The product is [CH3:18][C:15]1([CH3:19])[O:16][CH2:17][C:12]([NH:20][C:21](=[O:27])[O:22][C:23]([CH3:26])([CH3:25])[CH3:24])([C:7]2[CH:6]=[CH:5][C:4]3[C:9](=[CH:10][CH:11]=[C:2]([O:1][C:34]4[CH:33]=[CH:32][CH:31]=[C:30]([C:29]([F:40])([F:39])[F:28])[CH:35]=4)[CH:3]=3)[CH:8]=2)[CH2:13][O:14]1. The yield is 0.620. (3) The reactants are [CH3:1][C:2]([OH:6])([C:4]#[CH:5])[CH3:3].[Li]CCCC.CON(C)[C:15](=[O:24])[C:16]1[CH:21]=[CH:20][C:19]([O:22][CH3:23])=[CH:18][CH:17]=1. The catalyst is C1COCC1. The yield is 0.810. The product is [OH:6][C:2]([CH3:3])([CH3:1])[C:4]#[C:5][C:15]([C:16]1[CH:21]=[CH:20][C:19]([O:22][CH3:23])=[CH:18][CH:17]=1)=[O:24]. (4) The reactants are [CH3:1][O:2][C:3]([CH:5]1[CH2:9][CH2:8][CH2:7][N:6]1[N:10]=[CH:11][CH2:12][C:13]([CH3:16])([CH3:15])[CH3:14])=[O:4].C(O)(=O)C.C([BH3-])#N.[Na+]. The catalyst is CO. The product is [CH3:1][O:2][C:3]([CH:5]1[CH2:9][CH2:8][CH2:7][N:6]1[NH:10][CH2:11][CH2:12][C:13]([CH3:16])([CH3:15])[CH3:14])=[O:4]. The yield is 0.864. (5) The reactants are C([O:4][CH2:5][CH2:6][CH2:7][CH2:8][CH2:9][CH2:10][CH:11]1[C:20]2[C:16]3=[C:17]([C:21](=[O:25])[N:22]([CH3:24])[CH:23]=[C:15]3[C:14]3[CH:26]=[C:27]([CH2:30][S:31]([CH3:34])(=[O:33])=[O:32])[CH:28]=[CH:29][C:13]=3[N:12]1[C:35]1[CH:40]=[CH:39][C:38]([F:41])=[CH:37][C:36]=1[F:42])[NH:18][CH:19]=2)(=O)C.O.[OH-].[Li+].O. The catalyst is O1CCCC1. The product is [F:42][C:36]1[CH:37]=[C:38]([F:41])[CH:39]=[CH:40][C:35]=1[N:12]1[CH:11]([CH2:10][CH2:9][CH2:8][CH2:7][CH2:6][CH2:5][OH:4])[C:20]2[C:16]3=[C:17]([C:21](=[O:25])[N:22]([CH3:24])[CH:23]=[C:15]3[C:14]3[CH:26]=[C:27]([CH2:30][S:31]([CH3:34])(=[O:32])=[O:33])[CH:28]=[CH:29][C:13]1=3)[NH:18][CH:19]=2. The yield is 0.670.